From a dataset of Peptide-MHC class II binding affinity with 134,281 pairs from IEDB. Regression. Given a peptide amino acid sequence and an MHC pseudo amino acid sequence, predict their binding affinity value. This is MHC class II binding data. The peptide sequence is AIFKLTYQNKVVKVL. The MHC is DRB1_1302 with pseudo-sequence DRB1_1302. The binding affinity (normalized) is 0.979.